Dataset: Reaction yield outcomes from USPTO patents with 853,638 reactions. Task: Predict the reaction yield, written as a fraction of the theoretical maximum amount of product (1.0 means a 100% yield; for example, 0.34 means a 34% yield). The reactants are C(O)(C)C.N12CCCNC1CCCC=C2.[CH3:16][C:17]1([CH3:29])[C:21]([CH3:23])([CH3:22])[O:20][B:19]([C:24]2[CH:25]=[N:26][NH:27][CH:28]=2)[O:18]1.[C:30]([CH:32]=[C:33]1[CH2:36][N:35]([C:37]([O:39][C:40]([CH3:43])([CH3:42])[CH3:41])=[O:38])[CH2:34]1)#[N:31]. The catalyst is CCCCCCC. The product is [C:30]([CH2:32][C:33]1([N:27]2[CH:28]=[C:24]([B:19]3[O:20][C:21]([CH3:22])([CH3:23])[C:17]([CH3:29])([CH3:16])[O:18]3)[CH:25]=[N:26]2)[CH2:36][N:35]([C:37]([O:39][C:40]([CH3:43])([CH3:42])[CH3:41])=[O:38])[CH2:34]1)#[N:31]. The yield is 0.905.